This data is from Forward reaction prediction with 1.9M reactions from USPTO patents (1976-2016). The task is: Predict the product of the given reaction. (1) Given the reactants [CH:1]([C:3]1[CH:4]=[CH:5][C:6]([NH:14][C:15](=[O:21])[O:16][C:17]([CH3:20])([CH3:19])[CH3:18])=[C:7]2[C:11]=1[CH2:10][N:9]([CH3:12])[C:8]2=[O:13])=O.C(O[BH-](OC(=O)C)OC(=O)C)(=O)C.[Na+].[NH:36]1[CH2:40][CH2:39][CH2:38][CH2:37]1, predict the reaction product. The product is: [CH3:12][N:9]1[C:8](=[O:13])[C:7]2[C:11](=[C:3]([CH2:1][N:36]3[CH2:40][CH2:39][CH2:38][CH2:37]3)[CH:4]=[CH:5][C:6]=2[NH:14][C:15](=[O:21])[O:16][C:17]([CH3:20])([CH3:19])[CH3:18])[CH2:10]1. (2) Given the reactants S(=O)(=O)(O)O.[K+].[Br:7][C:8]1[CH:13]=[C:12]([CH3:14])[N:11]=[C:10]([C:15]([O-:17])=[O:16])[CH:9]=1.C([O-])(O)=O.[Na+].[CH2:23](O)[CH3:24], predict the reaction product. The product is: [CH2:23]([O:16][C:15]([C:10]1[CH:9]=[C:8]([Br:7])[CH:13]=[C:12]([CH3:14])[N:11]=1)=[O:17])[CH3:24].